From a dataset of Full USPTO retrosynthesis dataset with 1.9M reactions from patents (1976-2016). Predict the reactants needed to synthesize the given product. (1) Given the product [Br:1][C:2]1[CH:3]=[C:4]2[C:12](=[CH:13][CH:14]=1)[NH:11][C:10]1[CH:9]([NH:15][C:19](=[O:20])[C:18]3[C:17]([Cl:16])=[CH:25][CH:24]=[CH:23][C:22]=3[Cl:26])[CH2:8][CH2:7][CH2:6][C:5]2=1, predict the reactants needed to synthesize it. The reactants are: [Br:1][C:2]1[CH:3]=[C:4]2[C:12](=[CH:13][CH:14]=1)[NH:11][C:10]1[CH:9]([NH2:15])[CH2:8][CH2:7][CH2:6][C:5]2=1.[Cl:16][C:17]1[CH:25]=[CH:24][CH:23]=[C:22]([Cl:26])[C:18]=1[C:19](Cl)=[O:20]. (2) Given the product [C:1](=[O:26])([O:2][C:3]([CH3:6])([CH3:5])[CH3:4])[O:7][C:8]1[N:12]([C:13]2[CH:18]=[CH:17][CH:16]=[CH:15][N:14]=2)[N:11]=[C:10]([C:19]2[CH:20]=[C:21]([C:38]3[CH:39]=[CH:40][C:35]([O:34][CH2:27][C:28]4[CH:33]=[CH:32][CH:31]=[CH:30][CH:29]=4)=[CH:36][CH:37]=3)[CH:22]=[CH:23][CH:24]=2)[CH:9]=1, predict the reactants needed to synthesize it. The reactants are: [C:1](=[O:26])([O:7][C:8]1[N:12]([C:13]2[CH:18]=[CH:17][CH:16]=[CH:15][N:14]=2)[N:11]=[C:10]([C:19]2[CH:24]=[CH:23][CH:22]=[C:21](I)[CH:20]=2)[CH:9]=1)[O:2][C:3]([CH3:6])([CH3:5])[CH3:4].[CH2:27]([O:34][C:35]1[CH:40]=[CH:39][C:38](B(O)O)=[CH:37][CH:36]=1)[C:28]1[CH:33]=[CH:32][CH:31]=[CH:30][CH:29]=1.C1(B(O)O)C=CC=CC=1. (3) Given the product [NH2:10][CH2:11][C@H:12]1[CH2:13][CH2:14][C@H:15]([C:18]2[N:22]3[CH:23]=[CH:24][N:25]=[C:26]([NH2:27])[C:21]3=[C:20]([C:28]3[CH:33]=[CH:32][C:31]([O:34][C:35]4[CH:40]=[CH:39][CH:38]=[CH:37][CH:36]=4)=[C:30]([O:41][CH3:42])[CH:29]=3)[N:19]=2)[CH2:16][CH2:17]1, predict the reactants needed to synthesize it. The reactants are: C(OC(=O)[NH:10][CH2:11][C@H:12]1[CH2:17][CH2:16][C@H:15]([C:18]2[N:22]3[CH:23]=[CH:24][N:25]=[C:26]([NH2:27])[C:21]3=[C:20]([C:28]3[CH:33]=[CH:32][C:31]([O:34][C:35]4[CH:40]=[CH:39][CH:38]=[CH:37][CH:36]=4)=[C:30]([O:41][CH3:42])[CH:29]=3)[N:19]=2)[CH2:14][CH2:13]1)C1C=CC=CC=1.O.